Dataset: Forward reaction prediction with 1.9M reactions from USPTO patents (1976-2016). Task: Predict the product of the given reaction. (1) The product is: [CH3:15][C:16]1[CH:17]=[CH:18][C:19]([S:22]([NH:25][C:26]2[CH:31]=[C:30]([C:2]3[CH:3]=[CH:4][C:5]4[N:6]([CH:8]=[C:9]([NH:11][C:12](=[O:14])[CH3:13])[N:10]=4)[N:7]=3)[CH:29]=[CH:28][CH:27]=2)(=[O:24])=[O:23])=[CH:20][CH:21]=1. Given the reactants Cl[C:2]1[CH:3]=[CH:4][C:5]2[N:6]([CH:8]=[C:9]([NH:11][C:12](=[O:14])[CH3:13])[N:10]=2)[N:7]=1.[CH3:15][C:16]1[CH:21]=[CH:20][C:19]([S:22]([NH:25][C:26]2[CH:31]=[CH:30][CH:29]=[C:28](B3OC(C)(C)C(C)(C)O3)[CH:27]=2)(=[O:24])=[O:23])=[CH:18][CH:17]=1.C(=O)([O-])[O-].[Na+].[Na+], predict the reaction product. (2) Given the reactants [CH3:1][C:2]1[CH:7]=[C:6]([N:8]2[CH2:12][CH2:11][CH:10]([N:13]3[CH2:17][CH2:16][CH2:15][CH:14]3[CH3:18])[CH2:9]2)[CH:5]=[CH:4][C:3]=1[NH2:19].[N:20]1[CH:25]=[CH:24][CH:23]=[CH:22][C:21]=1[C:26]1[NH:30][C:29]2[CH:31]=[CH:32][C:33]([C:35](O)=[O:36])=[CH:34][C:28]=2[N:27]=1, predict the reaction product. The product is: [CH3:1][C:2]1[CH:7]=[C:6]([N:8]2[CH2:12][CH2:11][CH:10]([N:13]3[CH2:17][CH2:16][CH2:15][CH:14]3[CH3:18])[CH2:9]2)[CH:5]=[CH:4][C:3]=1[NH:19][C:35]([C:33]1[CH:32]=[CH:31][C:29]2[NH:30][C:26]([C:21]3[CH:22]=[CH:23][CH:24]=[CH:25][N:20]=3)=[N:27][C:28]=2[CH:34]=1)=[O:36]. (3) Given the reactants [C:1]1([C:7]2([CH2:12][O:13][CH2:14][C:15]3[CH:20]=[C:19]([C:21]([F:24])([F:23])[F:22])[CH:18]=[C:17]([C:25]([F:28])([F:27])[F:26])[CH:16]=3)[CH2:11][CH:10]=[CH:9][CH2:8]2)[CH:6]=[CH:5][CH:4]=[CH:3][CH:2]=1.[OH2:29].OO.[OH-].[Na+], predict the reaction product. The product is: [F:28][C:25]([F:26])([F:27])[C:17]1[CH:16]=[C:15]([CH:20]=[C:19]([C:21]([F:22])([F:23])[F:24])[CH:18]=1)[CH2:14][O:13][CH2:12][C:7]1([C:1]2[CH:2]=[CH:3][CH:4]=[CH:5][CH:6]=2)[CH2:11][CH2:10][CH:9]([OH:29])[CH2:8]1. (4) Given the reactants [C:1]([O:5][C:6](=[O:17])[NH:7][C:8]1[C:13]([CH:14]=[O:15])=[CH:12][CH:11]=[C:10]([Cl:16])[N:9]=1)([CH3:4])([CH3:3])[CH3:2].[BH4-].[Na+], predict the reaction product. The product is: [C:1]([O:5][C:6](=[O:17])[NH:7][C:8]1[C:13]([CH2:14][OH:15])=[CH:12][CH:11]=[C:10]([Cl:16])[N:9]=1)([CH3:4])([CH3:2])[CH3:3]. (5) Given the reactants Br[C:2]1[CH:3]=[C:4]2[C:14](=[CH:15][CH:16]=1)[O:13][C:7]1([CH2:12][CH2:11][O:10][CH2:9][CH2:8]1)[CH2:6][C:5]2=[O:17].[C:18]([C:20]1[CH:21]=[C:22](B(O)O)[CH:23]=[CH:24][CH:25]=1)#[N:19].C([O-])([O-])=O.[Cs+].[Cs+], predict the reaction product. The product is: [O:17]=[C:5]1[C:4]2[C:14](=[CH:15][CH:16]=[C:2]([C:24]3[CH:25]=[C:20]([CH:21]=[CH:22][CH:23]=3)[C:18]#[N:19])[CH:3]=2)[O:13][C:7]2([CH2:12][CH2:11][O:10][CH2:9][CH2:8]2)[CH2:6]1. (6) The product is: [CH3:33][C:29]1[N:28]=[C:27]([C:24]2[O:23][C:22]([C:9](=[O:8])[CH2:10][CH2:11][CH2:12][CH2:13][CH2:14][CH2:15][C:16]3[CH:21]=[CH:20][CH:19]=[CH:18][CH:17]=3)=[N:26][CH:25]=2)[CH:32]=[CH:31][CH:30]=1. Given the reactants [Si]([O:8][CH:9]([C:22]1[O:23][C:24]([C:27]2[CH:32]=[CH:31][CH:30]=[C:29]([CH3:33])[N:28]=2)=[CH:25][N:26]=1)[CH2:10][CH2:11][CH2:12][CH2:13][CH2:14][CH2:15][C:16]1[CH:21]=[CH:20][CH:19]=[CH:18][CH:17]=1)(C(C)(C)C)(C)C.[Si](OC(C1OC([Sn](CCCC)(CCCC)CCCC)=CN=1)CCCCCCC1C=CC=CC=1)(C(C)(C)C)(C)C.BrC1C=CC=C(C)N=1, predict the reaction product. (7) The product is: [CH:1]1([N:5]2[CH2:3][CH2:2][CH2:1][CH2:4][C:6]2=[O:9])[CH2:4][CH2:3][CH2:2]1. Given the reactants [CH:1]1([NH2:5])[CH2:4][CH2:3][CH2:2]1.[C:6](=[O:9])([O-])[O-].[K+].[K+].O.CO, predict the reaction product.